This data is from Reaction yield outcomes from USPTO patents with 853,638 reactions. The task is: Predict the reaction yield, written as a fraction of the theoretical maximum amount of product (1.0 means a 100% yield; for example, 0.34 means a 34% yield). (1) The yield is 0.510. The catalyst is CO. The product is [CH3:8][C:3]([C:4]1[NH:6][N:7]=[C:18]([C:19]2[CH:24]=[CH:23][CH:22]=[CH:21][CH:20]=2)[N:27]=1)([CH3:9])[C:1]#[N:2]. The reactants are [C:1]([C:3]([CH3:9])([CH3:8])[C:4]([NH:6][NH2:7])=O)#[N:2].CCN(CC)CC.Cl.[C:18](=[NH:27])(OC)[C:19]1[CH:24]=[CH:23][CH:22]=[CH:21][CH:20]=1. (2) The yield is 0.640. The reactants are [F:1][C:2]([F:18])([F:17])[O:3][C:4]1[CH:16]=[CH:15][C:7]([O:8][CH:9]2[CH2:14][CH2:13][NH:12][CH2:11][CH2:10]2)=[CH:6][CH:5]=1.Br[C:20]1[CH:32]=[CH:31][C:23]([O:24][CH:25]2[CH2:30][CH2:29][CH2:28][CH2:27][O:26]2)=[CH:22][CH:21]=1.C(=O)([O-])[O-].[Cs+].[Cs+].C(OCC)(=O)C. The catalyst is C1(C)C=CC=CC=1.C([O-])(=O)C.[Pd+2].C([O-])(=O)C.C1C=CC(P(C2C(C3C(P(C4C=CC=CC=4)C4C=CC=CC=4)=CC=C4C=3C=CC=C4)=C3C(C=CC=C3)=CC=2)C2C=CC=CC=2)=CC=1.O. The product is [O:26]1[CH2:27][CH2:28][CH2:29][CH2:30][CH:25]1[O:24][C:23]1[CH:31]=[CH:32][C:20]([N:12]2[CH2:11][CH2:10][CH:9]([O:8][C:7]3[CH:15]=[CH:16][C:4]([O:3][C:2]([F:1])([F:17])[F:18])=[CH:5][CH:6]=3)[CH2:14][CH2:13]2)=[CH:21][CH:22]=1. (3) The reactants are [NH2:1][C:2]1[CH:10]=[CH:9][C:8]([Br:11])=[CH:7][C:3]=1C(O)=O.[CH3:12][Mg]Br.CC[O:17][CH2:18][CH3:19].Cl.[OH-].[Na+]. The catalyst is C1COCC1.C(OCC)(=O)C. The product is [NH2:1][C:2]1[CH:10]=[CH:9][C:8]([Br:11])=[CH:7][C:3]=1[C:18]([OH:17])([CH3:19])[CH3:12]. The yield is 0.570. (4) The reactants are [CH2:1]([O:8][C:9]1[CH:10]=[C:11]2[C:20](=[CH:21][C:22]=1[Br:23])[C:19]1[N:15]([CH:16]=[C:17](I)[N:18]=1)[CH2:14][CH2:13][O:12]2)[C:2]1[CH:7]=[CH:6][CH:5]=[CH:4][CH:3]=1.Cl.[C:26]([NH2:29])(=[NH:28])[CH3:27].[CH3:30][C:31]1([CH3:71])C2C(=C(P(C3C=CC=CC=3)C3C=CC=CC=3)C=CC=2)OC2C(P(C3C=CC=CC=3)C3C=CC=CC=3)=CC=CC1=2.Cl.[CH:73]([NH:76]N)(C)C. The catalyst is CN(C=O)C.CC([O-])=O.CC([O-])=O.[Pd+2].C(O)(=O)C. The product is [CH2:1]([O:8][C:9]1[CH:10]=[C:11]2[C:20](=[CH:21][C:22]=1[Br:23])[C:19]1[N:15]([CH:16]=[C:17]([C:73]3[N:76]([CH:31]([CH3:71])[CH3:30])[N:29]=[C:26]([CH3:27])[N:28]=3)[N:18]=1)[CH2:14][CH2:13][O:12]2)[C:2]1[CH:7]=[CH:6][CH:5]=[CH:4][CH:3]=1. The yield is 0.900. (5) The reactants are [CH2:1]([Mg]Br)[CH3:2].[Cl:5][C:6]1[CH:7]=[CH:8][C:9]([CH:27]=[O:28])=[C:10]2[C:14]=1[N:13]=[C:12]1[N:15]([C:19]3[CH:24]=[CH:23][C:22]([Cl:25])=[CH:21][C:20]=3[Cl:26])[CH2:16][CH2:17][CH2:18][N:11]21. The catalyst is O1CCCC1. The product is [Cl:5][C:6]1[C:14]2[N:13]=[C:12]3[N:15]([C:19]4[CH:24]=[CH:23][C:22]([Cl:25])=[CH:21][C:20]=4[Cl:26])[CH2:16][CH2:17][CH2:18][N:11]3[C:10]=2[C:9]([CH:27]([OH:28])[CH2:1][CH3:2])=[CH:8][CH:7]=1. The yield is 0.920.